Dataset: Reaction yield outcomes from USPTO patents with 853,638 reactions. Task: Predict the reaction yield, written as a fraction of the theoretical maximum amount of product (1.0 means a 100% yield; for example, 0.34 means a 34% yield). (1) The reactants are [Cl:1][C:2]1[CH:3]=[C:4]([C:8](=O)[CH2:9][C:10](=O)[C:11]([F:14])([F:13])[F:12])[CH:5]=[CH:6][CH:7]=1.CC(C1C=CC=C(Cl)C=1)=O.[NH2:27][C:28]1[C:32]([C:33]#[N:34])=[CH:31][NH:30][N:29]=1. No catalyst specified. The product is [Cl:1][C:2]1[CH:3]=[C:4]([C:8]2[CH:9]=[C:10]([C:11]([F:14])([F:13])[F:12])[N:29]3[N:30]=[CH:31][C:32]([C:33]#[N:34])=[C:28]3[N:27]=2)[CH:5]=[CH:6][CH:7]=1. The yield is 0.460. (2) The reactants are [F:1][C:2]([F:13])([F:12])[C:3](=O)[CH2:4][C:5](=O)[C:6]([CH3:9])([CH3:8])[CH3:7].Cl.[N+:15]([C:18]1[CH:23]=[CH:22][C:21]([NH:24][NH2:25])=[CH:20][CH:19]=1)([O-:17])=[O:16]. No catalyst specified. The product is [C:6]([C:5]1[N:24]([C:21]2[CH:22]=[CH:23][C:18]([N+:15]([O-:17])=[O:16])=[CH:19][CH:20]=2)[N:25]=[C:3]([C:2]([F:13])([F:12])[F:1])[CH:4]=1)([CH3:9])([CH3:8])[CH3:7]. The yield is 0.947. (3) The reactants are [CH2:1]([C:5]1[CH:6]=[CH:7][C:8]([C:11]([OH:13])=O)=[N:9][CH:10]=1)[CH2:2][CH2:3][CH3:4].ClC(OC(C)C)=O.Cl.[CH3:22][S:23]([C:26]1[CH:31]=[CH:30][C:29]([N:32]2[C:36]3=[N:37][CH:38]=[N:39][C:40]([O:41][CH:42]4[CH2:47][CH2:46][NH:45][CH2:44][CH2:43]4)=[C:35]3[CH:34]=[N:33]2)=[CH:28][CH:27]=1)(=[O:25])=[O:24].C(N(CC)CC)C. The catalyst is CN(C=O)C. The product is [CH2:1]([C:5]1[CH:6]=[CH:7][C:8]([C:11]([N:45]2[CH2:46][CH2:47][CH:42]([O:41][C:40]3[N:39]=[CH:38][N:37]=[C:36]4[N:32]([C:29]5[CH:28]=[CH:27][C:26]([S:23]([CH3:22])(=[O:24])=[O:25])=[CH:31][CH:30]=5)[N:33]=[CH:34][C:35]=34)[CH2:43][CH2:44]2)=[O:13])=[N:9][CH:10]=1)[CH2:2][CH2:3][CH3:4]. The yield is 0.130. (4) The reactants are [N:1]([CH2:4][C@@H:5]1[O:10][C:9]2[C:11]([C:15]3[CH:19]=[CH:18][S:17][CH:16]=3)=[CH:12][CH:13]=[CH:14][C:8]=2[O:7][CH2:6]1)=[N+]=[N-].[C:20]1(P(C2C=CC=CC=2)C2C=CC=CC=2)C=CC=CC=1. No catalyst specified. The product is [CH3:20][C@@:5]1([CH2:4][NH2:1])[O:10][C:9]2[C:11]([C:15]3[CH:19]=[CH:18][S:17][CH:16]=3)=[CH:12][CH:13]=[CH:14][C:8]=2[O:7][CH2:6]1. The yield is 0.930.